This data is from Reaction yield outcomes from USPTO patents with 853,638 reactions. The task is: Predict the reaction yield, written as a fraction of the theoretical maximum amount of product (1.0 means a 100% yield; for example, 0.34 means a 34% yield). (1) The reactants are C([Li])(C)(C)C.BrC1C(C)=CC(C)=CC=1C.[CH3:16][O:17][C:18]1[CH:23]=[CH:22][N:21]=[CH:20][CH:19]=1.CN([CH:27]=[O:28])C. The catalyst is C1COCC1. The product is [CH3:16][O:17][C:18]1[CH:23]=[CH:22][N:21]=[CH:20][C:19]=1[CH:27]=[O:28]. The yield is 0.650. (2) The reactants are C([Li])(CC)C.[F:6][C:7]([F:22])([F:21])[O:8][C:9]1[CH:14]=[CH:13][CH:12]=[CH:11][C:10]=1[NH:15][C:16](=[O:20])[O:17][CH2:18][CH3:19].[I:23]I. The catalyst is C1CCCCC1.C1COCC1. The product is [I:23][C:11]1[CH:12]=[CH:13][CH:14]=[C:9]([O:8][C:7]([F:21])([F:22])[F:6])[C:10]=1[NH:15][C:16](=[O:20])[O:17][CH2:18][CH3:19]. The yield is 0.730. (3) The reactants are [O:1]1[C:5]2([CH2:10][CH2:9][C:8]([N:11]3[CH2:16][CH2:15][O:14][CH2:13][CH2:12]3)=[CH:7][CH2:6]2)[O:4][CH2:3][CH2:2]1.[Br:17][C:18]1[CH:19]=[CH:20][C:21]([OH:26])=[C:22]([CH:25]=1)[CH:23]=[O:24].C1(C)C=CC=CC=1. The yield is 0.660. The product is [Br:17][C:18]1[CH:25]=[C:22]2[C:21]([O:26][C:8]3([N:11]4[CH2:16][CH2:15][O:14][CH2:13][CH2:12]4)[CH:9]([CH:23]2[OH:24])[CH2:10][C:5]2([O:4][CH2:3][CH2:2][O:1]2)[CH2:6][CH2:7]3)=[CH:20][CH:19]=1. No catalyst specified. (4) The reactants are Br[CH2:2][C@@H:3]([CH3:6])[CH2:4][OH:5].C([O-])([O-])=O.[K+].[K+].[CH3:13][C:14]1([CH3:28])[C:18]([CH3:20])([CH3:19])[O:17][B:16]([C:21]2[CH:26]=[CH:25][C:24]([OH:27])=[CH:23][CH:22]=2)[O:15]1. The catalyst is CC#N. The product is [CH3:6][C@H:3]([CH2:2][O:27][C:24]1[CH:23]=[CH:22][C:21]([B:16]2[O:17][C:18]([CH3:20])([CH3:19])[C:14]([CH3:28])([CH3:13])[O:15]2)=[CH:26][CH:25]=1)[CH2:4][OH:5]. The yield is 0.640. (5) The reactants are [CH:1]1([C:5]2[C:13](I)=[CH:12][C:8]([C:9]([OH:11])=[O:10])=[C:7]([CH3:15])[CH:6]=2)[CH2:4][CH2:3][CH2:2]1.[O:16]1CCC[CH2:17]1.C([Li])CCC.CN(C)C=O. The catalyst is CCOCC. The product is [CH:1]1([C:5]2[C:13]([CH:17]=[O:16])=[CH:12][C:8]([C:9]([OH:11])=[O:10])=[C:7]([CH3:15])[CH:6]=2)[CH2:4][CH2:3][CH2:2]1. The yield is 0.410. (6) The reactants are [F:1][C:2]1[C:10]([O:11][C:12]2[C:17]3=[C:18]([CH3:25])[C:19](C(O)(C)C)=[CH:20][N:16]3[N:15]=[CH:14][N:13]=2)=[CH:9][CH:8]=[C:7]2[C:3]=1[CH:4]=[C:5]([CH3:26])[NH:6]2.Br[CH2:28][CH2:29][CH2:30][OH:31].C(=O)([O-])[O-:33].[K+].[K+]. The catalyst is C(#N)C. The product is [F:1][C:2]1[C:10]([O:11][C:12]2[C:17]3=[C:18]([CH3:25])[C:19]([O:33][CH2:28][CH2:29][CH2:30][OH:31])=[CH:20][N:16]3[N:15]=[CH:14][N:13]=2)=[CH:9][CH:8]=[C:7]2[C:3]=1[CH:4]=[C:5]([CH3:26])[NH:6]2. The yield is 0.390.